Dataset: Full USPTO retrosynthesis dataset with 1.9M reactions from patents (1976-2016). Task: Predict the reactants needed to synthesize the given product. (1) Given the product [CH:2]([C@H:3]1[CH2:7][CH2:6][C@@H:5]([C:8]2[CH:9]=[CH:10][CH:11]=[CH:12][CH:13]=2)[N:4]1[C:14]([O:16][C:17]([CH3:20])([CH3:19])[CH3:18])=[O:15])=[O:1], predict the reactants needed to synthesize it. The reactants are: [OH:1][CH2:2][C@H:3]1[CH2:7][CH2:6][C@@H:5]([C:8]2[CH:13]=[CH:12][CH:11]=[CH:10][CH:9]=2)[N:4]1[C:14]([O:16][C:17]([CH3:20])([CH3:19])[CH3:18])=[O:15].CCN(CC)CC.N1C=CC=CC=1. (2) Given the product [CH2:12]([O:11][C:8]1[CH:9]=[CH:10][C:5]([C@@H:3]([O:4][Si:27]([C:30]([CH3:33])([CH3:32])[CH3:31])([CH3:29])[CH3:28])[CH2:2][Br:1])=[CH:6][C:7]=1[NH:19][CH:20]=[O:21])[C:13]1[CH:14]=[CH:15][CH:16]=[CH:17][CH:18]=1, predict the reactants needed to synthesize it. The reactants are: [Br:1][CH2:2][C@@H:3]([C:5]1[CH:10]=[CH:9][C:8]([O:11][CH2:12][C:13]2[CH:18]=[CH:17][CH:16]=[CH:15][CH:14]=2)=[C:7]([NH:19][CH:20]=[O:21])[CH:6]=1)[OH:4].N1C=CN=C1.[Si:27](Cl)([C:30]([CH3:33])([CH3:32])[CH3:31])([CH3:29])[CH3:28]. (3) Given the product [C:29](=[O:30])([O:31][C:32]1[CH:33]=[CH:34][C:35]([N+:38]([O-:40])=[O:39])=[CH:36][CH:37]=1)[O:20][C@H:3]([CH2:4][N:5]1[CH:9]=[C:8]([C:10]2[CH:15]=[CH:14][C:13]([C:16]([F:19])([F:18])[F:17])=[CH:12][CH:11]=2)[CH:7]=[N:6]1)[C:2]([CH3:22])([CH3:21])[CH3:1], predict the reactants needed to synthesize it. The reactants are: [CH3:1][C:2]([CH3:22])([CH3:21])[C@H:3]([OH:20])[CH2:4][N:5]1[CH:9]=[C:8]([C:10]2[CH:15]=[CH:14][C:13]([C:16]([F:19])([F:18])[F:17])=[CH:12][CH:11]=2)[CH:7]=[N:6]1.C([Li])CCC.Cl[C:29]([O:31][C:32]1[CH:37]=[CH:36][C:35]([N+:38]([O-:40])=[O:39])=[CH:34][CH:33]=1)=[O:30].C(=O)(O)[O-].[Na+]. (4) Given the product [CH3:22][N:17]1[CH2:18][CH:19]2[CH:15]([CH2:14][N:13]([C:10]3[CH:9]=[N:8][C:7]([C:1]4[CH:2]=[CH:3][CH:4]=[CH:5][CH:6]=4)=[N:12][CH:11]=3)[CH2:20]2)[CH2:16]1, predict the reactants needed to synthesize it. The reactants are: [C:1]1([C:7]2[N:12]=[CH:11][C:10]([N:13]3[CH2:20][CH:19]4[CH:15]([CH2:16][NH:17][CH2:18]4)[CH2:14]3)=[CH:9][N:8]=2)[CH:6]=[CH:5][CH:4]=[CH:3][CH:2]=1.Cl[CH2:22]CCl.[BH-](OC(C)=O)(OC(C)=O)OC(C)=O.[Na+]. (5) Given the product [CH3:45][C:37]1([CH3:44])[C:36]2[C:41](=[CH:42][C:33]([NH:32][C:3]3[NH:4][C:5]4=[N:21][CH:20]=[CH:19][C:6]4=[C:7]([NH:8][C:9]4[CH:10]=[CH:11][CH:12]=[C:13]([F:18])[C:14]=4[C:15]([NH:49][CH3:48])=[O:17])[N:16]=3)=[C:34]([O:46][CH3:47])[CH:35]=2)[NH:40][C:39](=[O:43])[CH2:38]1, predict the reactants needed to synthesize it. The reactants are: Cl.Cl[C:3]1[N:16]2[C:7](=[N:8][C:9]3[C:14]([C:15]2=[O:17])=[C:13]([F:18])[CH:12]=[CH:11][CH:10]=3)[C:6]2[CH:19]=[CH:20][N:21](S(C3C=CC(C)=CC=3)(=O)=O)[C:5]=2[N:4]=1.[NH2:32][C:33]1[CH:42]=[C:41]2[C:36]([C:37]([CH3:45])([CH3:44])[CH2:38][C:39](=[O:43])[NH:40]2)=[CH:35][C:34]=1[O:46][CH3:47].[CH3:48][NH2:49].C[O-].[Na+]. (6) Given the product [C:1]([C@@H:4]1[CH2:9][C@H:8]([N:10]([C:15]([C:17]2[N:21]([CH2:22][CH2:23][CH2:24][CH2:25][O:26][CH3:27])[C:20]3[CH:28]=[CH:29][CH:30]=[CH:31][C:19]=3[N:18]=2)=[O:16])[CH2:11][CH:12]([CH3:13])[CH3:14])[CH2:7][N:6]([C:32]([O:34][C:35]([CH3:37])([CH3:36])[CH3:38])=[O:33])[CH2:5]1)#[N:2], predict the reactants needed to synthesize it. The reactants are: [C:1]([C@@H:4]1[CH2:9][C@H:8]([N:10]([C:15]([C:17]2[N:21]([CH2:22][CH2:23][CH2:24][CH2:25][O:26][CH3:27])[C:20]3[CH:28]=[CH:29][CH:30]=[CH:31][C:19]=3[N:18]=2)=[O:16])[CH2:11][CH:12]([CH3:14])[CH3:13])[CH2:7][N:6]([C:32]([O:34][C:35]([CH3:38])([CH3:37])[CH3:36])=[O:33])[CH2:5]1)(=O)[NH2:2].FC(F)(F)C(OC(=O)C(F)(F)F)=O. (7) Given the product [Cl:1][C:2]1[CH:7]=[CH:6][C:5]([CH:8]([C:26]2[CH:27]=[CH:28][C:29]([Cl:32])=[CH:30][CH:31]=2)[C:9]2[CH:10]=[C:11]3[C:16](=[CH:17][CH:18]=2)[N:15]=[N:14][CH:13]=[C:12]3[NH:19][CH:20]2[CH2:21][CH2:22][N:23]([CH2:34][C:35]3[CH:44]=[CH:43][C:38]([C:39]([O:41][CH3:42])=[O:40])=[CH:37][CH:36]=3)[CH2:24][CH2:25]2)=[CH:4][CH:3]=1, predict the reactants needed to synthesize it. The reactants are: [Cl:1][C:2]1[CH:7]=[CH:6][C:5]([CH:8]([C:26]2[CH:31]=[CH:30][C:29]([Cl:32])=[CH:28][CH:27]=2)[C:9]2[CH:10]=[C:11]3[C:16](=[CH:17][CH:18]=2)[N:15]=[N:14][CH:13]=[C:12]3[NH:19][CH:20]2[CH2:25][CH2:24][NH:23][CH2:22][CH2:21]2)=[CH:4][CH:3]=1.Br[CH2:34][C:35]1[CH:44]=[CH:43][C:38]([C:39]([O:41][CH3:42])=[O:40])=[CH:37][CH:36]=1.C(=O)([O-])[O-].[K+].[K+].